From a dataset of Full USPTO retrosynthesis dataset with 1.9M reactions from patents (1976-2016). Predict the reactants needed to synthesize the given product. The reactants are: Br[C:2]1[N:3]=[C:4]2[C:10]3[CH:11]=[CH:12][CH:13]=[CH:14][C:9]=3[NH:8][C:7]3[N:15]=[CH:16][CH:17]=[CH:18][C:6]=3[N:5]2[C:19]=1[C:20]1[CH:25]=[CH:24][C:23]([C:26]2([NH:30]C(=O)OC(C)(C)C)[CH2:29][CH2:28][CH2:27]2)=[CH:22][CH:21]=1.[OH:38][C:39]1[CH:40]=[C:41](B(O)O)[CH:42]=[CH:43][C:44]=1[CH3:45].[O-]P([O-])([O-])=O.[K+].[K+].[K+]. Given the product [NH2:30][C:26]1([C:23]2[CH:24]=[CH:25][C:20]([C:19]3[N:5]4[C:6]5[CH:18]=[CH:17][CH:16]=[N:15][C:7]=5[NH:8][C:9]5[CH:14]=[CH:13][CH:12]=[CH:11][C:10]=5[C:4]4=[N:3][C:2]=3[C:41]3[CH:42]=[CH:43][C:44]([CH3:45])=[C:39]([OH:38])[CH:40]=3)=[CH:21][CH:22]=2)[CH2:27][CH2:28][CH2:29]1, predict the reactants needed to synthesize it.